This data is from Full USPTO retrosynthesis dataset with 1.9M reactions from patents (1976-2016). The task is: Predict the reactants needed to synthesize the given product. (1) Given the product [CH2:27]([O:29][C:30](=[O:47])[CH2:31][C:32]1[CH:37]=[CH:36][C:35]([C:21]2[CH:22]=[CH:23][C:18]([C:17]3[O:16][N:15]=[C:14]([CH3:25])[C:13]=3[NH:12][C:11]([O:10][C@@H:8]([C:3]3[CH:4]=[CH:5][CH:6]=[CH:7][C:2]=3[Cl:1])[CH3:9])=[O:26])=[CH:19][CH:20]=2)=[CH:34][CH:33]=1)[CH3:28], predict the reactants needed to synthesize it. The reactants are: [Cl:1][C:2]1[CH:7]=[CH:6][CH:5]=[CH:4][C:3]=1[C@H:8]([O:10][C:11](=[O:26])[NH:12][C:13]1[C:14]([CH3:25])=[N:15][O:16][C:17]=1[C:18]1[CH:23]=[CH:22][C:21](Br)=[CH:20][CH:19]=1)[CH3:9].[CH2:27]([O:29][C:30](=[O:47])[CH2:31][C:32]1[CH:37]=[CH:36][C:35](B2OC(C)(C)C(C)(C)O2)=[CH:34][CH:33]=1)[CH3:28].C(=O)(O)[O-].[Na+]. (2) Given the product [Cl:1][C:2]1[CH:9]=[C:8]([S:10][CH2:11][CH3:12])[C:7]([NH:13][N:14]2[C:18](=[O:19])[C:17]3[C:16](=[CH:24][CH:23]=[C:22]([C:25]([F:28])([F:27])[F:26])[CH:21]=3)[N:15]=[CH:30]2)=[CH:6][C:3]=1[C:4]#[N:5], predict the reactants needed to synthesize it. The reactants are: [Cl:1][C:2]1[CH:9]=[C:8]([S:10][CH2:11][CH3:12])[C:7]([NH:13][NH2:14])=[CH:6][C:3]=1[C:4]#[N:5].[NH2:15][C:16]1[CH:24]=[CH:23][C:22]([C:25]([F:28])([F:27])[F:26])=[CH:21][C:17]=1[C:18](O)=[O:19].N[C:30]1C(C(NNC2C=C(C#N)C=CC=2SCC)=O)=CC(Br)=CN=1. (3) Given the product [CH3:1][C:2]1[N:3]([C:18]2[CH:23]=[CH:22][CH:21]=[C:20]([C:24]([F:27])([F:26])[F:25])[N:19]=2)[CH:4]=[C:5]([C:7]#[C:8][C:9]2[CH:10]=[C:11]([CH:14]=[CH:15][CH:16]=2)[C:12]#[N:13])[N:6]=1, predict the reactants needed to synthesize it. The reactants are: [CH3:1][C:2]1[NH:3][CH:4]=[C:5]([C:7]#[C:8][C:9]2[CH:10]=[C:11]([CH:14]=[CH:15][CH:16]=2)[C:12]#[N:13])[N:6]=1.F[C:18]1[CH:23]=[CH:22][CH:21]=[C:20]([C:24]([F:27])([F:26])[F:25])[N:19]=1.